From a dataset of Full USPTO retrosynthesis dataset with 1.9M reactions from patents (1976-2016). Predict the reactants needed to synthesize the given product. (1) Given the product [C:1]1([C:7]2[N:8]=[C:9]([CH:31]([NH:44][C:45]3[CH:46]=[C:47]4[C:52](=[CH:53][CH:54]=3)[C:51]([N:55]([C:56]([O:58][C:59]([CH3:60])([CH3:61])[CH3:62])=[O:57])[C:63]([O:65][C:66]([CH3:67])([CH3:68])[CH3:69])=[O:64])=[N:50][CH:49]=[CH:48]4)[C:32]3[CH:37]=[C:36]([CH2:38][CH3:39])[CH:35]=[C:34]([O:40][CH2:41][CH3:42])[C:33]=3[F:43])[NH:10][CH:11]=2)[CH:6]=[CH:5][CH:4]=[CH:3][CH:2]=1, predict the reactants needed to synthesize it. The reactants are: [C:1]1([C:7]2[N:8]=[C:9]([CH:31]([NH:44][C:45]3[CH:46]=[C:47]4[C:52](=[CH:53][CH:54]=3)[C:51]([N:55]([C:63]([O:65][C:66]([CH3:69])([CH3:68])[CH3:67])=[O:64])[C:56]([O:58][C:59]([CH3:62])([CH3:61])[CH3:60])=[O:57])=[N:50][CH:49]=[CH:48]4)[C:32]3[CH:37]=[C:36]([CH2:38][CH3:39])[CH:35]=[C:34]([O:40][CH2:41][CH3:42])[C:33]=3[F:43])[N:10](C(C3C=CC=CC=3)(C3C=CC=CC=3)C3C=CC=CC=3)[CH:11]=2)[CH:6]=[CH:5][CH:4]=[CH:3][CH:2]=1. (2) The reactants are: [C:1]([C:3]1[CH:8]=[CH:7][N:6]=[C:5]([C:9]([NH:11][C:12]2[CH:13]=[C:14]3[C:18](=[CH:19][CH:20]=2)[NH:17][CH:16]=[C:15]3[CH:21]2[CH2:26][CH2:25][N:24]([C:27]([O:29][C:30]([CH3:33])([CH3:32])[CH3:31])=[O:28])[CH2:23][CH2:22]2)=[O:10])[CH:4]=1)#[N:2].[OH-].[Na+].[CH2:36](I)[CH3:37]. Given the product [C:1]([C:3]1[CH:8]=[CH:7][N:6]=[C:5]([C:9]([NH:11][C:12]2[CH:13]=[C:14]3[C:18](=[CH:19][CH:20]=2)[N:17]([CH2:36][CH3:37])[CH:16]=[C:15]3[CH:21]2[CH2:26][CH2:25][N:24]([C:27]([O:29][C:30]([CH3:33])([CH3:32])[CH3:31])=[O:28])[CH2:23][CH2:22]2)=[O:10])[CH:4]=1)#[N:2], predict the reactants needed to synthesize it. (3) Given the product [N:35]1[CH:36]=[CH:37][CH:38]=[C:33]([CH2:32][C:31]2[N:39]=[C:14]([CH:11]3[CH2:10][CH2:9][N:8]([C:6]([O:5][C:1]([CH3:2])([CH3:3])[CH3:4])=[O:7])[CH2:13][CH2:12]3)[O:16][N:30]=2)[CH:34]=1, predict the reactants needed to synthesize it. The reactants are: [C:1]([O:5][C:6]([N:8]1[CH2:13][CH2:12][CH:11]([C:14]([OH:16])=O)[CH2:10][CH2:9]1)=[O:7])([CH3:4])([CH3:3])[CH3:2].C(N1C=CN=C1)(N1C=CN=C1)=O.O/[N:30]=[C:31](\[NH2:39])/[CH2:32][C:33]1[CH:34]=[N:35][CH:36]=[CH:37][CH:38]=1. (4) Given the product [CH3:18][C:17]1[N:11]2[CH2:12][CH2:13][NH:14][C:15](=[O:16])[C:10]2=[C:9]([CH3:19])[C:8]=1[C:6]1[CH:5]=[CH:4][N:3]=[C:2]([NH:31][C:28]2[CH:29]=[CH:30][C:25]([C:24]3[NH:23][N:22]=[N:21][N:20]=3)=[CH:26][CH:27]=2)[N:7]=1, predict the reactants needed to synthesize it. The reactants are: F[C:2]1[N:7]=[C:6]([C:8]2[C:9]([CH3:19])=[C:10]3[C:15](=[O:16])[NH:14][CH2:13][CH2:12][N:11]3[C:17]=2[CH3:18])[CH:5]=[CH:4][N:3]=1.[NH:20]1[C:24]([C:25]2[CH:30]=[CH:29][C:28]([NH2:31])=[CH:27][CH:26]=2)=[N:23][N:22]=[N:21]1. (5) Given the product [Br:11][C:8]1[CH:9]=[N:10][C:2]([O:16][CH2:15][CH2:14][O:13][CH3:12])=[C:3]([CH:7]=1)[C:4]([OH:6])=[O:5], predict the reactants needed to synthesize it. The reactants are: Br[C:2]1[N:10]=[CH:9][C:8]([Br:11])=[CH:7][C:3]=1[C:4]([OH:6])=[O:5].[CH3:12][O:13][CH2:14][CH2:15][OH:16].[H-].[Na+].Cl.